From a dataset of Peptide-MHC class II binding affinity with 134,281 pairs from IEDB. Regression. Given a peptide amino acid sequence and an MHC pseudo amino acid sequence, predict their binding affinity value. This is MHC class II binding data. (1) The peptide sequence is AFMLAWNYGVPRVMS. The MHC is DRB1_0301 with pseudo-sequence DRB1_0301. The binding affinity (normalized) is 0.640. (2) The peptide sequence is PELKPGESRHTSDHM. The MHC is HLA-DPA10201-DPB10501 with pseudo-sequence HLA-DPA10201-DPB10501. The binding affinity (normalized) is 0. (3) The peptide sequence is SRCYSIYLSINGVLE. The MHC is DRB3_0101 with pseudo-sequence DRB3_0101. The binding affinity (normalized) is 0.163. (4) The peptide sequence is GELQITDKIDAAFKI. The MHC is DRB1_1201 with pseudo-sequence DRB1_1201. The binding affinity (normalized) is 0.547. (5) The peptide sequence is GELQIVDKIDAAYKI. The MHC is DRB1_0701 with pseudo-sequence DRB1_0701. The binding affinity (normalized) is 0.636.